This data is from Reaction yield outcomes from USPTO patents with 853,638 reactions. The task is: Predict the reaction yield, written as a fraction of the theoretical maximum amount of product (1.0 means a 100% yield; for example, 0.34 means a 34% yield). The reactants are [OH:1][C:2]1[C:3]([I:11])=[N:4][CH:5]=[C:6]([CH:10]=1)[C:7]([O-:9])=[O:8].[S:12]1[CH:16]=[CH:15][C:14]([CH2:17][CH2:18]O)=[CH:13]1.[C:20]1(P(C2C=CC=CC=2)C2C=CC=CC=2)C=CC=CC=1.O1CCCC1.N(C(OC(C)C)=O)=NC(OC(C)C)=O. No catalyst specified. The product is [I:11][C:3]1[C:2]([O:1][CH2:18][CH2:17][C:14]2[CH:15]=[CH:16][S:12][CH:13]=2)=[CH:10][C:6]([C:7]([O:9][CH3:20])=[O:8])=[CH:5][N:4]=1. The yield is 0.932.